This data is from Reaction yield outcomes from USPTO patents with 853,638 reactions. The task is: Predict the reaction yield, written as a fraction of the theoretical maximum amount of product (1.0 means a 100% yield; for example, 0.34 means a 34% yield). (1) The reactants are [Cl:1][C:2]1[CH:3]=[C:4]([C:9]([OH:11])=O)[CH:5]=[N:6][C:7]=1[Cl:8].Cl.CCOCC.C(Cl)(=O)C(Cl)=O.Cl.[NH:25]1[CH2:28][CH2:27][CH2:26]1.C(N(CC)CC)C. The catalyst is C(Cl)Cl.CN(C=O)C. The product is [N:25]1([C:9]([C:4]2[CH:5]=[N:6][C:7]([Cl:8])=[C:2]([Cl:1])[CH:3]=2)=[O:11])[CH2:28][CH2:27][CH2:26]1. The yield is 0.470. (2) The reactants are [Si:1]([O:8][CH:9]([CH2:20][O:21][C:22]1[CH:27]=[CH:26][CH:25]=[C:24]([C:28]2[N:33]=[C:32](Cl)[CH:31]=[C:30]([C:35]3[C:36]([CH3:41])=[N:37][O:38][C:39]=3[CH3:40])[N:29]=2)[CH:23]=1)[CH2:10][N:11]([CH3:19])[C:12](=[O:18])[O:13][C:14]([CH3:17])([CH3:16])[CH3:15])([C:4]([CH3:7])([CH3:6])[CH3:5])([CH3:3])[CH3:2].[O:42]1[CH2:47][CH2:46][CH:45]([CH2:48][NH2:49])[CH2:44][CH2:43]1. The catalyst is CCCCO.CCOC(C)=O. The product is [Si:1]([O:8][CH:9]([CH2:20][O:21][C:22]1[CH:27]=[CH:26][CH:25]=[C:24]([C:28]2[N:29]=[C:30]([C:35]3[C:36]([CH3:41])=[N:37][O:38][C:39]=3[CH3:40])[CH:31]=[C:32]([NH:49][CH2:48][CH:45]3[CH2:46][CH2:47][O:42][CH2:43][CH2:44]3)[N:33]=2)[CH:23]=1)[CH2:10][N:11]([CH3:19])[C:12](=[O:18])[O:13][C:14]([CH3:17])([CH3:16])[CH3:15])([C:4]([CH3:7])([CH3:6])[CH3:5])([CH3:3])[CH3:2]. The yield is 0.820.